This data is from Catalyst prediction with 721,799 reactions and 888 catalyst types from USPTO. The task is: Predict which catalyst facilitates the given reaction. (1) Reactant: F[C:2]1[CH:7]=[CH:6][C:5]([C:8]([F:11])([F:10])[F:9])=[CH:4][C:3]=1[O:12]C.[C:14]1([OH:20])[CH:19]=[CH:18][CH:17]=[CH:16][CH:15]=1.C(=O)([O-])[O-].[K+].[K+]. Product: [O:20]([C:2]1[CH:7]=[CH:6][C:5]([C:8]([F:9])([F:10])[F:11])=[CH:4][C:3]=1[OH:12])[C:14]1[CH:19]=[CH:18][CH:17]=[CH:16][CH:15]=1. The catalyst class is: 16. (2) Reactant: [Cl:1][C:2]1[CH:7]=[C:6]([F:8])[CH:5]=[CH:4][C:3]=1/[C:9](/[NH:13][C:14](=O)[O:15]CC)=[CH:10]/[C:11]#[N:12].[CH3:19][CH:20]([N:22]1[CH2:27][CH2:26][CH:25]([C:28]([NH:30][NH2:31])=O)[CH2:24][CH2:23]1)[CH3:21].O. Product: [Cl:1][C:2]1[CH:7]=[C:6]([F:8])[CH:5]=[CH:4][C:3]=1[C:9]1[NH:13][C:14](=[O:15])[N:31]2[N:30]=[C:28]([CH:25]3[CH2:26][CH2:27][N:22]([CH:20]([CH3:21])[CH3:19])[CH2:23][CH2:24]3)[N:12]=[C:11]2[CH:10]=1. The catalyst class is: 60. (3) Reactant: [CH:1]1([N:5]2[CH2:10][CH2:9][N:8]([C:11]([C:13]3[CH:14]=[C:15]4[C:19](=[CH:20][CH:21]=3)[NH:18][C:17]([C:22]([N:24]3[CH2:29][CH2:28][S:27](=[O:31])(=[O:30])[CH2:26][CH2:25]3)=[O:23])=[CH:16]4)=[O:12])[CH2:7][CH2:6]2)[CH2:4][CH2:3][CH2:2]1.[F:32][C:33]1[CH:34]=[C:35](B(O)O)[CH:36]=[CH:37][CH:38]=1.N1C=CC=CC=1. Product: [CH:1]1([N:5]2[CH2:6][CH2:7][N:8]([C:11]([C:13]3[CH:14]=[C:15]4[C:19](=[CH:20][CH:21]=3)[N:18]([C:37]3[CH:36]=[CH:35][CH:34]=[C:33]([F:32])[CH:38]=3)[C:17]([C:22]([N:24]3[CH2:29][CH2:28][S:27](=[O:30])(=[O:31])[CH2:26][CH2:25]3)=[O:23])=[CH:16]4)=[O:12])[CH2:9][CH2:10]2)[CH2:2][CH2:3][CH2:4]1. The catalyst class is: 221. (4) Reactant: [CH2:1]([N:8]1[C:13](=[O:14])[C:12]2=[CH:15][CH:16]=[C:17]([Cl:18])[N:11]2[N:10]=[C:9]1[CH:19]=[O:20])[C:2]1[CH:7]=[CH:6][CH:5]=[CH:4][CH:3]=1.[CH:21]1([Mg]Br)[CH2:23][CH2:22]1. Product: [CH2:1]([N:8]1[C:13](=[O:14])[C:12]2=[CH:15][CH:16]=[C:17]([Cl:18])[N:11]2[N:10]=[C:9]1[CH:19]([CH:21]1[CH2:23][CH2:22]1)[OH:20])[C:2]1[CH:7]=[CH:6][CH:5]=[CH:4][CH:3]=1. The catalyst class is: 168.